This data is from Forward reaction prediction with 1.9M reactions from USPTO patents (1976-2016). The task is: Predict the product of the given reaction. (1) Given the reactants [CH3:1][O:2][C:3](=[O:15])[C:4]1[C:5](=[C:10](I)[CH:11]=[CH:12][CH:13]=1)[C:6]([O:8][CH3:9])=[O:7].C(=O)([O-])[O-].[Cs+].[Cs+].C1C=CC(P(C2C(C3C(P(C4C=CC=CC=4)C4C=CC=CC=4)=CC=C4C=3C=CC=C4)=C3C(C=CC=C3)=CC=2)C2C=CC=CC=2)=CC=1.[CH3:68][O:69][C:70]1[CH:75]=[CH:74][CH:73]=[C:72]([NH2:76])[CH:71]=1, predict the reaction product. The product is: [CH3:1][O:2][C:3](=[O:15])[C:4]1[C:5](=[C:10]([NH:76][C:72]2[CH:73]=[CH:74][CH:75]=[C:70]([O:69][CH3:68])[CH:71]=2)[CH:11]=[CH:12][CH:13]=1)[C:6]([O:8][CH3:9])=[O:7]. (2) Given the reactants C1CCC(N=C=NC2CCCCC2)CC1.Cl.[CH3:17][O:18][C:19]1[CH:24]=[CH:23][C:22]([O:25][CH3:26])=[CH:21][C:20]=1[NH:27][CH:28]([C:32]1[CH:37]=[CH:36][CH:35]=[CH:34][CH:33]=1)[C:29]([OH:31])=[O:30].C1C=CC2N(O)N=NC=2C=1.[N:48]12[CH2:55][CH2:54][CH:51]([CH2:52][CH2:53]1)[C@@H:50](O)[CH2:49]2, predict the reaction product. The product is: [N:48]12[CH2:55][CH2:54][CH:51]([CH2:52][CH2:53]1)[C@@H:50]([O:30][C:29](=[O:31])[CH:28]([NH:27][C:20]1[CH:21]=[C:22]([O:25][CH3:26])[CH:23]=[CH:24][C:19]=1[O:18][CH3:17])[C:32]1[CH:37]=[CH:36][CH:35]=[CH:34][CH:33]=1)[CH2:49]2.